From a dataset of Full USPTO retrosynthesis dataset with 1.9M reactions from patents (1976-2016). Predict the reactants needed to synthesize the given product. (1) Given the product [F:1][C:2]1[C:3]([C:4]#[N:5])=[CH:6][C:7]2[C:11]3([CH2:31][O:10][C:8]=2[CH:9]=1)[C:19]1[C:14](=[CH:15][CH:16]=[CH:17][CH:18]=1)[N:13]([CH2:20][C:21]1[CH:22]=[CH:23][C:24]([O:27][CH3:28])=[CH:25][CH:26]=1)[C:12]3=[O:29], predict the reactants needed to synthesize it. The reactants are: [F:1][C:2]1[CH:9]=[C:8]([OH:10])[C:7]([CH:11]2[C:19]3[C:14](=[CH:15][CH:16]=[CH:17][CH:18]=3)[N:13]([CH2:20][C:21]3[CH:26]=[CH:25][C:24]([O:27][CH3:28])=[CH:23][CH:22]=3)[C:12]2=[O:29])=[CH:6][C:3]=1[C:4]#[N:5].Cl[CH2:31]I.C(=O)([O-])[O-].[Cs+].[Cs+]. (2) The reactants are: S1C2C=CC(CCOCCCN3CC(O)C3)=CC=2C=C1.[S:21]1[C:25]2[CH:26]=[CH:27][C:28]([CH2:30][CH2:31][O:32][CH2:33][C:34]([N:36]3[CH2:40][CH2:39][CH:38]([NH:41]C(=O)[O-])[CH2:37]3)=O)=[CH:29][C:24]=2[CH:23]=[CH:22]1.Cl.[OH-].[Na+]. Given the product [S:21]1[C:25]2[CH:26]=[CH:27][C:28]([CH2:30][CH2:31][O:32][CH2:33][CH2:34][N:36]3[CH2:40][CH2:39][CH:38]([NH2:41])[CH2:37]3)=[CH:29][C:24]=2[CH:23]=[CH:22]1, predict the reactants needed to synthesize it. (3) Given the product [C:14]([N:4]1[C:5]2[C:10](=[CH:9][CH:8]=[C:7]([NH2:11])[CH:6]=2)[C:2]([CH3:17])([CH3:1])[CH2:3]1)(=[O:16])[CH3:15], predict the reactants needed to synthesize it. The reactants are: [CH3:1][C:2]1([CH3:17])[C:10]2[C:5](=[CH:6][C:7]([N+:11]([O-])=O)=[CH:8][CH:9]=2)[N:4]([C:14](=[O:16])[CH3:15])[CH2:3]1. (4) Given the product [C:42]([O:26][CH:27]1[O:35][C@H:34]([CH2:36][O:37][C:6](=[O:50])[CH3:7])[C@@H:32]([O:33][C:21](=[O:20])[CH3:22])[C@H:30]([O:31][C:53](=[O:54])[CH3:52])[C@@H:28]1[NH:29][C:12](=[O:14])[CH2:11][CH2:10][C:9](=[O:8])[CH2:15][CH3:16])(=[O:41])[CH3:43], predict the reactants needed to synthesize it. The reactants are: C(N([CH2:6][CH3:7])CC)C.[O:8]=[C:9]([CH2:15][CH3:16])[CH2:10][CH2:11][C:12]([OH:14])=O.ClC([O:20][CH2:21][CH:22](C)C)=O.Cl.[OH:26][CH:27]1[O:35][C@H:34]([CH2:36][OH:37])[C@@H:32]([OH:33])[C@H:30]([OH:31])[C@@H:28]1[NH2:29].C([O:41][C:42](=O)[CH2:43]CC(=O)CC)(=O)O.[OH2:50].C1C[O:54][CH2:53][CH2:52]1. (5) Given the product [CH2:22]([O:24][C:25]([C:27]1[CH:36]=[CH:35][C:30]2[N:31]([CH2:11][C:10]3[CH:13]=[CH:14][CH:15]=[CH:16][C:9]=3[N+:6]([O-:8])=[O:7])[C:32]([CH3:34])=[N:33][C:29]=2[CH:28]=1)=[O:26])[CH3:23], predict the reactants needed to synthesize it. The reactants are: CN(C)C=O.[N+:6]([C:9]1[CH:16]=[CH:15][CH:14]=[CH:13][C:10]=1[CH2:11]Br)([O-:8])=[O:7].C(=O)(O)[O-].[Na+].[CH2:22]([O:24][C:25]([C:27]1[CH:36]=[CH:35][C:30]2[N:31]=[C:32]([CH3:34])[NH:33][C:29]=2[CH:28]=1)=[O:26])[CH3:23]. (6) Given the product [CH3:29][O:28][N:27]([CH3:26])[C:1]([C:4]1[C:12]2[C:7](=[CH:8][CH:9]=[CH:10][CH:11]=2)[NH:6][N:5]=1)=[O:2], predict the reactants needed to synthesize it. The reactants are: [C:1]([C:4]1[C:12]2[C:7](=[CH:8][CH:9]=[CH:10][CH:11]=2)[NH:6][N:5]=1)(O)=[O:2].C(N1C=CN=C1)(N1C=CN=C1)=O.Cl.[CH3:26][NH:27][O:28][CH3:29]. (7) The reactants are: [CH:1]([C:3]1[CH:4]=[C:5]([CH:9]([CH3:14])[C:10]([O:12][CH3:13])=[O:11])[CH:6]=[CH:7][CH:8]=1)=O.[O:15]=[C:16]1[CH2:20][CH2:19][S:18][CH2:17]1. Given the product [O:15]=[C:16]1[CH2:20][CH2:19][S:18][C:17]1=[CH:1][C:3]1[CH:4]=[C:5]([CH:9]([CH3:14])[C:10]([O:12][CH3:13])=[O:11])[CH:6]=[CH:7][CH:8]=1, predict the reactants needed to synthesize it.